From a dataset of Catalyst prediction with 721,799 reactions and 888 catalyst types from USPTO. Predict which catalyst facilitates the given reaction. (1) Reactant: [O:1]1[C:5]2[CH:6]=[CH:7][CH:8]=[CH:9][C:4]=2[CH:3]=[C:2]1[C:10]([NH:12][C@@H:13]([C:15]1[CH:27]=[CH:26][C:18]([C:19](OC(C)(C)C)=[O:20])=[CH:17][CH:16]=1)[CH3:14])=[O:11].FC(F)(F)C(O)=O.CN(C([O:42][N:43]1N=NC2C=CC=NC1=2)=[N+](C)C)C.F[P-](F)(F)(F)(F)F.C(N(CC)CC)C.[Si](ON)(C(C)(C)C)(C)C.Cl. Product: [OH:42][NH:43][C:19]([C:18]1[CH:26]=[CH:27][C:15]([C@H:13]([NH:12][C:10]([C:2]2[O:1][C:5]3[CH:6]=[CH:7][CH:8]=[CH:9][C:4]=3[CH:3]=2)=[O:11])[CH3:14])=[CH:16][CH:17]=1)=[O:20]. The catalyst class is: 549. (2) Reactant: C1(COC(=O)[NH:10][CH2:11][C@@H:12]2[CH2:16][CH2:15][N:14]([CH2:17][CH2:18][C:19]3[C:28]4[C:23](=[CH:24][CH:25]=[C:26]([O:29][CH3:30])[N:27]=4)[N:22]=[CH:21][C:20]=3[F:31])[CH2:13]2)C=CC=CC=1. Product: [F:31][C:20]1[CH:21]=[N:22][C:23]2[C:28]([C:19]=1[CH2:18][CH2:17][N:14]1[CH2:15][CH2:16][C@@H:12]([CH2:11][NH2:10])[CH2:13]1)=[N:27][C:26]([O:29][CH3:30])=[CH:25][CH:24]=2. The catalyst class is: 105. (3) Reactant: [F:1][C:2]1[CH:7]=[C:6]([N+:8]([O-])=O)[CH:5]=[CH:4][C:3]=1[C:11]1([C:14]([O:16][C:17]([CH3:20])([CH3:19])[CH3:18])=[O:15])[CH2:13][CH2:12]1. Product: [NH2:8][C:6]1[CH:5]=[CH:4][C:3]([C:11]2([C:14]([O:16][C:17]([CH3:19])([CH3:18])[CH3:20])=[O:15])[CH2:13][CH2:12]2)=[C:2]([F:1])[CH:7]=1. The catalyst class is: 43. (4) Reactant: [Cl:1][C:2]1[CH:3]=[CH:4][CH:5]=[C:6]2[C:11]=1[CH:10]=[C:9]([CH:12]=O)[CH:8]=[CH:7]2.Cl.[NH2:15]O. Product: [Cl:1][C:2]1[CH:3]=[CH:4][CH:5]=[C:6]2[C:11]=1[CH:10]=[C:9]([C:12]#[N:15])[CH:8]=[CH:7]2. The catalyst class is: 106. (5) Reactant: C[O:2][C:3](=[O:34])[CH2:4][C:5]1[C:14]([CH3:15])=[C:13]([CH:16]2[CH2:21][CH2:20][N:19]([S:22]([C:25]3[CH:30]=[CH:29][CH:28]=[CH:27][C:26]=3[O:31][CH3:32])(=[O:24])=[O:23])[CH2:18][CH2:17]2)[C:12]2[C:7](=[CH:8][CH:9]=[C:10]([F:33])[CH:11]=2)[CH:6]=1.O.[OH-].[Li+]. Product: [F:33][C:10]1[CH:11]=[C:12]2[C:7](=[CH:8][CH:9]=1)[CH:6]=[C:5]([CH2:4][C:3]([OH:34])=[O:2])[C:14]([CH3:15])=[C:13]2[CH:16]1[CH2:21][CH2:20][N:19]([S:22]([C:25]2[CH:30]=[CH:29][CH:28]=[CH:27][C:26]=2[O:31][CH3:32])(=[O:24])=[O:23])[CH2:18][CH2:17]1. The catalyst class is: 20.